Dataset: Catalyst prediction with 721,799 reactions and 888 catalyst types from USPTO. Task: Predict which catalyst facilitates the given reaction. Reactant: [C:1]1([CH3:11])[CH:6]=[CH:5][C:4]([S:7](Cl)(=[O:9])=[O:8])=[CH:3][CH:2]=1.[OH:12][CH2:13][CH:14]1[CH2:16][CH:15]1[C:17]([NH:19][C:20]1[S:28][C:23]2[CH2:24][O:25][CH2:26][CH2:27][C:22]=2[C:21]=1[C:29]([NH2:31])=[O:30])=[O:18].C(Cl)Cl.N1C=CC=CC=1. Product: [C:29]([C:21]1[C:22]2[CH2:27][CH2:26][O:25][CH2:24][C:23]=2[S:28][C:20]=1[NH:19][C:17]([CH:15]1[CH2:16][CH:14]1[CH2:13][O:12][S:7]([C:4]1[CH:5]=[CH:6][C:1]([CH3:11])=[CH:2][CH:3]=1)(=[O:9])=[O:8])=[O:18])(=[O:30])[NH2:31]. The catalyst class is: 6.